From a dataset of Full USPTO retrosynthesis dataset with 1.9M reactions from patents (1976-2016). Predict the reactants needed to synthesize the given product. (1) The reactants are: [C:1]1([C:7]2[CH:17]=[N:16][C:10]3[O:11][CH2:12][C:13](=[O:15])[NH:14][C:9]=3[CH:8]=2)[CH:6]=[CH:5][CH:4]=[CH:3][CH:2]=1.[Br:18]N1C(=O)CCC1=O. Given the product [Br:18][C:17]1[C:7]([C:1]2[CH:2]=[CH:3][CH:4]=[CH:5][CH:6]=2)=[CH:8][C:9]2[NH:14][C:13](=[O:15])[CH2:12][O:11][C:10]=2[N:16]=1, predict the reactants needed to synthesize it. (2) Given the product [CH3:13][N:12]1[C:3]2=[N:4][CH:5]=[C:6]([C:8]([F:9])([F:10])[F:11])[CH:7]=[C:2]2[N:1]=[CH:14]1, predict the reactants needed to synthesize it. The reactants are: [NH2:1][C:2]1[C:3]([NH:12][CH3:13])=[N:4][CH:5]=[C:6]([C:8]([F:11])([F:10])[F:9])[CH:7]=1.[CH:14](O)=O. (3) Given the product [Cl:26][C:16]1[CH:15]=[C:14]([CH:12]([N:9]2[C:10](=[O:11])[C:6]3[CH:5]=[CH:4][N:3]=[C:2]([C:27]([O:29][C:30]4[CH:35]=[CH:34][CH:33]=[CH:32][CH:31]=4)=[O:28])[C:7]=3[CH2:8]2)[CH3:13])[CH:19]=[CH:18][C:17]=1[O:20][CH2:21][C:22]([F:25])([F:24])[F:23], predict the reactants needed to synthesize it. The reactants are: Cl[C:2]1[C:7]2[CH2:8][N:9]([CH:12]([C:14]3[CH:19]=[CH:18][C:17]([O:20][CH2:21][C:22]([F:25])([F:24])[F:23])=[C:16]([Cl:26])[CH:15]=3)[CH3:13])[C:10](=[O:11])[C:6]=2[CH:5]=[CH:4][N:3]=1.[CH:27]([O:29][C:30]1[CH:35]=[CH:34][CH:33]=[CH:32][CH:31]=1)=[O:28]. (4) Given the product [CH3:1][C:2]1[CH:11]=[CH:10][C:9]2[C:4](=[C:5]([C:12]3([C:13]([O:15][CH3:16])=[O:14])[CH2:21][CH2:20]3)[CH:6]=[CH:7][CH:8]=2)[N:3]=1, predict the reactants needed to synthesize it. The reactants are: [CH3:1][C:2]1[CH:11]=[CH:10][C:9]2[C:4](=[C:5]([CH2:12][C:13]([O:15][CH3:16])=[O:14])[CH:6]=[CH:7][CH:8]=2)[N:3]=1.[H-].[Na+].Br[CH2:20][CH2:21]Cl.O. (5) Given the product [Br:2][C:16]1[CH2:15][CH2:14][C:13]2[C:18](=[C:19]([F:21])[CH:20]=[C:11]([F:10])[CH:12]=2)[C:17]=1[CH:7]=[O:8], predict the reactants needed to synthesize it. The reactants are: P(Br)(Br)[Br:2].CN(C)[CH:7]=[O:8].[F:10][C:11]1[CH:12]=[C:13]2[C:18](=[C:19]([F:21])[CH:20]=1)[CH2:17][C:16](=O)[CH2:15][CH2:14]2.C(=O)(O)[O-].[Na+].